Predict the reactants needed to synthesize the given product. From a dataset of Full USPTO retrosynthesis dataset with 1.9M reactions from patents (1976-2016). (1) The reactants are: Br[C:2]1[CH:7]=[CH:6][CH:5]=[CH:4][C:3]=1[CH2:8][CH2:9][C:10]([N:12]([CH:22]([CH3:24])[CH3:23])[NH:13][C:14](=[O:21])[C:15]1[CH:20]=[CH:19][CH:18]=[CH:17][CH:16]=1)=[O:11].C([O-])([O-])=O.[Na+].[Na+].[F:31][C:32]1[CH:37]=[CH:36][CH:35]=[CH:34][C:33]=1B(O)O. Given the product [F:31][C:32]1[CH:37]=[CH:36][CH:35]=[CH:34][C:33]=1[C:2]1[CH:7]=[CH:6][CH:5]=[CH:4][C:3]=1[CH2:8][CH2:9][C:10]([N:12]([CH:22]([CH3:24])[CH3:23])[NH:13][C:14](=[O:21])[C:15]1[CH:20]=[CH:19][CH:18]=[CH:17][CH:16]=1)=[O:11], predict the reactants needed to synthesize it. (2) Given the product [Cl:1][C:2]1[CH:10]=[CH:9][CH:8]=[CH:7][C:3]=1[C:4]([NH:17][CH2:16][CH:15]([N:18]1[CH:23]=[CH:22][C:21]([C:24]([F:27])([F:26])[F:25])=[N:20][CH2:19]1)[CH2:14][CH:11]1[CH2:13][CH2:12]1)=[O:6], predict the reactants needed to synthesize it. The reactants are: [Cl:1][C:2]1[CH:10]=[CH:9][CH:8]=[CH:7][C:3]=1[C:4]([OH:6])=O.[CH:11]1([CH2:14][CH:15]([N:18]2[CH:23]=[CH:22][C:21]([C:24]([F:27])([F:26])[F:25])=[N:20][CH2:19]2)[CH2:16][NH2:17])[CH2:13][CH2:12]1. (3) Given the product [Cl:32][C:33]1[CH:34]=[CH:35][C:36]([C@@H:42]([N:44]2[CH2:49][CH2:48][CH2:47][C@@H:46]([O:50][C:51]3[C:60]([CH:61]4[CH2:63][CH2:62]4)=[CH:59][C:54]([C:55]([OH:57])=[O:56])=[C:53]([F:64])[CH:52]=3)[CH2:45]2)[CH3:43])=[N:37][C:38]=1[CH:39]1[CH2:40][CH2:41]1, predict the reactants needed to synthesize it. The reactants are: C1(C2C(O[C@@H]3CCCN([C@H](C4C=C(Cl)C=C(Cl)C=4)C)C3)=CC(F)=C(C=2)C(OC)=O)CC1.[Cl:32][C:33]1[CH:34]=[CH:35][C:36]([C@@H:42]([N:44]2[CH2:49][CH2:48][CH2:47][C@@H:46]([O:50][C:51]3[C:60]([CH:61]4[CH2:63][CH2:62]4)=[CH:59][C:54]([C:55]([O:57]C)=[O:56])=[C:53]([F:64])[CH:52]=3)[CH2:45]2)[CH3:43])=[N:37][C:38]=1[CH:39]1[CH2:41][CH2:40]1. (4) Given the product [C:27]([CH2:29][CH:30]1[NH:1][C:2]2[CH:7]=[N:6][C:5]([O:8][C:9]3[CH:10]=[C:11]([NH:15][C:16](=[O:18])[CH3:17])[CH:12]=[CH:13][CH:14]=3)=[CH:4][C:3]=2[N:19]1[C:20]1[CH:21]=[CH:22][C:23]([OH:26])=[CH:24][CH:25]=1)#[N:28], predict the reactants needed to synthesize it. The reactants are: [NH2:1][C:2]1[C:3]([NH:19][C:20]2[CH:25]=[CH:24][C:23]([OH:26])=[CH:22][CH:21]=2)=[CH:4][C:5]([O:8][C:9]2[CH:10]=[C:11]([NH:15][C:16](=[O:18])[CH3:17])[CH:12]=[CH:13][CH:14]=2)=[N:6][CH:7]=1.[C:27]([CH2:29][C:30](OCC)=O)#[N:28]. (5) Given the product [C:41]1([CH:25]([C:19]2[CH:24]=[CH:23][CH:22]=[CH:21][CH:20]=2)[N:26]2[C:34]3[CH:33]=[C:32]4[O:35][CH2:36][CH2:37][O:38][C:31]4=[CH:30][C:29]=3[C:28]([OH:39])([C:8]3[C:7]([OH:10])=[CH:6][C:5]4[O:1][CH2:2][CH2:3][C:4]=4[CH:9]=3)[C:27]2=[O:40])[CH:42]=[CH:43][CH:44]=[CH:45][CH:46]=1, predict the reactants needed to synthesize it. The reactants are: [O:1]1[C:5]2[CH:6]=[C:7]([OH:10])[CH:8]=[CH:9][C:4]=2[CH2:3][CH2:2]1.BrC1C=C(O)C=CC=1.[C:19]1([CH:25]([C:41]2[CH:46]=[CH:45][CH:44]=[CH:43][CH:42]=2)[N:26]2[C:34]3[CH:33]=[C:32]4[O:35][CH2:36][CH2:37][O:38][C:31]4=[CH:30][C:29]=3[C:28](=[O:39])[C:27]2=[O:40])[CH:24]=[CH:23][CH:22]=[CH:21][CH:20]=1.FC(F)(F)C1OC(CN2C3C(=CC=CC=3)C(=O)C2=O)=CC=1. (6) Given the product [CH2:30]([O:32][C:33](=[O:45])[C:34]([C:35]1[CH:36]=[CH:37][C:38]([CH2:41][NH:1][C:2]2[CH:7]=[CH:6][CH:5]=[C:4]([C:8]3[C:17]4[C:12](=[C:13]([C:18]([F:21])([F:19])[F:20])[CH:14]=[CH:15][CH:16]=4)[N:11]=[CH:10][C:9]=3[C:22](=[O:23])[C:24]3[CH:25]=[CH:26][CH:27]=[CH:28][CH:29]=3)[CH:3]=2)=[CH:39][CH:40]=1)([F:43])[F:44])[CH3:31], predict the reactants needed to synthesize it. The reactants are: [NH2:1][C:2]1[CH:3]=[C:4]([C:8]2[C:17]3[C:12](=[C:13]([C:18]([F:21])([F:20])[F:19])[CH:14]=[CH:15][CH:16]=3)[N:11]=[CH:10][C:9]=2[C:22]([C:24]2[CH:29]=[CH:28][CH:27]=[CH:26][CH:25]=2)=[O:23])[CH:5]=[CH:6][CH:7]=1.[CH2:30]([O:32][C:33](=[O:45])[C:34]([F:44])([F:43])[C:35]1[CH:40]=[CH:39][C:38]([CH:41]=O)=[CH:37][CH:36]=1)[CH3:31]. (7) Given the product [F:20][C:6]1[C:5]2[C:4]([NH2:21])=[CH:3][C:2]([C:30]3[CH:38]=[CH:37][CH:36]=[C:35]4[C:31]=3[CH:32]=[CH:33][NH:34]4)=[CH:10][C:9]=2[N:8]([S:11]([C:14]2[CH:19]=[CH:18][CH:17]=[CH:16][CH:15]=2)(=[O:13])=[O:12])[N:7]=1, predict the reactants needed to synthesize it. The reactants are: Br[C:2]1[CH:3]=[C:4]([NH2:21])[C:5]2[C:6]([F:20])=[N:7][N:8]([S:11]([C:14]3[CH:19]=[CH:18][CH:17]=[CH:16][CH:15]=3)(=[O:13])=[O:12])[C:9]=2[CH:10]=1.CC1(C)C(C)(C)OB([C:30]2[CH:38]=[CH:37][CH:36]=[C:35]3[C:31]=2[CH:32]=[CH:33][NH:34]3)O1.P([O-])([O-])([O-])=O.[K+].[K+].[K+].O1CCOCC1. (8) Given the product [F:1][C:2]1[CH:7]=[CH:6][C:5]([C@H:8]2[CH2:13][CH2:12][O:11][CH2:10][C@H:9]2[C:14]([O:16][CH3:17])=[O:15])=[CH:4][CH:3]=1, predict the reactants needed to synthesize it. The reactants are: [F:1][C:2]1[CH:7]=[CH:6][C:5]([C:8]2[CH2:13][CH2:12][O:11][CH2:10][C:9]=2[C:14]([O:16][CH3:17])=[O:15])=[CH:4][CH:3]=1.C(OCC)(=O)C. (9) Given the product [CH2:1]([O:3][C@@H:4]([CH2:10][C:11]1[CH:12]=[CH:13][C:14]([O:17][CH2:18][C:19]2[CH:24]=[C:23]([O:25][CH3:26])[CH:22]=[CH:21][N:20]=2)=[CH:15][CH:16]=1)[C:5]([N:29]([O:30][CH3:31])[CH3:28])=[O:7])[CH3:2], predict the reactants needed to synthesize it. The reactants are: [CH2:1]([O:3][C@@H:4]([CH2:10][C:11]1[CH:16]=[CH:15][C:14]([O:17][CH2:18][C:19]2[CH:24]=[C:23]([O:25][CH3:26])[CH:22]=[CH:21][N:20]=2)=[CH:13][CH:12]=1)[C:5]([O:7]CC)=O)[CH3:2].Cl.[CH3:28][NH:29][O:30][CH3:31].